This data is from Reaction yield outcomes from USPTO patents with 853,638 reactions. The task is: Predict the reaction yield, written as a fraction of the theoretical maximum amount of product (1.0 means a 100% yield; for example, 0.34 means a 34% yield). (1) The reactants are Cl[C:2]1[N:7]=[C:6]([C:8]#[N:9])[CH:5]=[CH:4][N:3]=1.[NH2:10][CH:11]([CH2:24][CH:25]1[CH2:30][CH2:29][CH2:28][CH2:27][CH2:26]1)[C:12]([NH:14][C:15]1([C:22]#[N:23])[CH2:20][CH2:19][N:18]([CH3:21])[CH2:17][CH2:16]1)=[O:13].C(N(CC)C(C)C)(C)C. The catalyst is C(#N)C. The product is [C:22]([C:15]1([NH:14][C:12](=[O:13])[CH:11]([NH:10][C:2]2[N:7]=[C:6]([C:8]#[N:9])[CH:5]=[CH:4][N:3]=2)[CH2:24][CH:25]2[CH2:26][CH2:27][CH2:28][CH2:29][CH2:30]2)[CH2:16][CH2:17][N:18]([CH3:21])[CH2:19][CH2:20]1)#[N:23]. The yield is 0.520. (2) The reactants are [NH2:1][C:2]1[C:3]([CH3:11])=[C:4]([CH:8]=[CH:9][CH:10]=1)[C:5](O)=[O:6].O1CCCC1.CO. The catalyst is O. The product is [NH2:1][C:2]1[C:3]([CH3:11])=[C:4]([CH2:5][OH:6])[CH:8]=[CH:9][CH:10]=1. The yield is 0.800. (3) The catalyst is CN(C=O)C. The reactants are Br[C:2]1[C:10]2[C:9]([NH:11][C@H:12]([C:14]3[N:19]([C:20]4[CH:25]=[CH:24][CH:23]=[CH:22][CH:21]=4)[C:18](=[O:26])[C:17]4=[C:27]([CH3:30])[CH:28]=[CH:29][N:16]4[N:15]=3)[CH3:13])=[N:8][CH:7]=[N:6][C:5]=2[N:4]([CH2:31][O:32][CH2:33][CH2:34][Si:35]([CH3:38])([CH3:37])[CH3:36])[CH:3]=1.[Si:39]([O:46][CH2:47][CH2:48][CH2:49][N:50]1[CH:54]=[C:53](B2OC(C)(C)C(C)(C)O2)[CH:52]=[N:51]1)([C:42]([CH3:45])([CH3:44])[CH3:43])([CH3:41])[CH3:40].C(=O)([O-])[O-].[Na+].[Na+].C(=O)([O-])[O-].[K+].[K+]. The yield is 0.690. The product is [Si:39]([O:46][CH2:47][CH2:48][CH2:49][N:50]1[CH:54]=[C:53]([C:2]2[C:10]3[C:9]([NH:11][C@H:12]([C:14]4[N:19]([C:20]5[CH:25]=[CH:24][CH:23]=[CH:22][CH:21]=5)[C:18](=[O:26])[C:17]5=[C:27]([CH3:30])[CH:28]=[CH:29][N:16]5[N:15]=4)[CH3:13])=[N:8][CH:7]=[N:6][C:5]=3[N:4]([CH2:31][O:32][CH2:33][CH2:34][Si:35]([CH3:38])([CH3:37])[CH3:36])[CH:3]=2)[CH:52]=[N:51]1)([C:42]([CH3:45])([CH3:43])[CH3:44])([CH3:40])[CH3:41]. (4) The reactants are [Br:1][C:2]1[CH:3]=[C:4]2[C:8](=[CH:9][C:10]=1[Cl:11])[NH:7][CH:6]=[CH:5]2.N1C=CC=CC=1.ClC(Cl)(Cl)[C:20](Cl)=[O:21].[C:25](=O)([O-])[O-:26].[K+].[K+]. The catalyst is CN(C1C=CN=CC=1)C.CO.O1CCCC1. The product is [Br:1][C:2]1[CH:3]=[C:4]2[C:8](=[CH:9][C:10]=1[Cl:11])[NH:7][CH:6]=[C:5]2[C:25]([O:21][CH3:20])=[O:26]. The yield is 0.990. (5) The reactants are [OH-:1].[Na+].[Cl:3][C:4]([C:8]([CH3:11])([CH3:10])[CH3:9])=[CH:5][CH:6]=[O:7]. The yield is 0.910. The product is [Cl:3][C:4]([C:8]([CH3:11])([CH3:10])[CH3:9])=[CH:5][C:6]([OH:1])=[O:7]. The catalyst is O.[N+]([O-])([O-])=O.[Ag+].